Predict which catalyst facilitates the given reaction. From a dataset of Catalyst prediction with 721,799 reactions and 888 catalyst types from USPTO. (1) Reactant: C(O)(=O)C(O)=O.[CH3:7][N:8]([CH3:28])[CH2:9][CH2:10][CH:11]([O:17][C:18]1[C:27]2[C:22](=[CH:23][CH:24]=[CH:25][CH:26]=2)[CH:21]=[CH:20][CH:19]=1)[C:12]1[S:13][CH:14]=[CH:15][CH:16]=1.O.N. Product: [CH3:28][N:8]([CH3:7])[CH2:9][CH2:10][CH:11]([O:17][C:18]1[C:27]2[C:22](=[CH:23][CH:24]=[CH:25][CH:26]=2)[CH:21]=[CH:20][CH:19]=1)[C:12]1[S:13][CH:14]=[CH:15][CH:16]=1. The catalyst class is: 244. (2) Reactant: C(Cl)(=O)C(Cl)=O.CS(C)=O.OC[CH2:13][C@H:14]([C@H:25]1[CH2:29][O:28][C:27]([CH3:31])([CH3:30])[N:26]1[C:32]([O:34][C:35]([CH3:38])([CH3:37])[CH3:36])=[O:33])[C:15]1[CH:20]=[CH:19][C:18]([C:21]([F:24])([F:23])[F:22])=[CH:17][CH:16]=1.C(N([CH2:44][CH3:45])CC)C.C1(P(=C[C:66]([O:68][CH3:69])=[O:67])(C2C=CC=CC=2)C2C=CC=CC=2)C=CC=CC=1. Product: [CH3:69][O:68][C:66](=[O:67])/[CH:44]=[CH:45]/[CH2:13][C@H:14]([C@H:25]1[CH2:29][O:28][C:27]([CH3:31])([CH3:30])[N:26]1[C:32]([O:34][C:35]([CH3:38])([CH3:37])[CH3:36])=[O:33])[C:15]1[CH:20]=[CH:19][C:18]([C:21]([F:22])([F:24])[F:23])=[CH:17][CH:16]=1. The catalyst class is: 34.